Dataset: Forward reaction prediction with 1.9M reactions from USPTO patents (1976-2016). Task: Predict the product of the given reaction. (1) Given the reactants [CH3:1][O:2][C:3](=[O:25])[CH2:4][C:5]1[CH:6]=[C:7]([C:13]2[CH:18]=[CH:17][C:16]([C:19]([F:22])([F:21])[F:20])=[CH:15][C:14]=2[CH2:23][NH2:24])[C:8]([O:11][CH3:12])=[CH:9][CH:10]=1.Cl[C:27]([O:29][CH2:30][C:31]1[CH:36]=[CH:35][CH:34]=[CH:33][CH:32]=1)=[O:28], predict the reaction product. The product is: [CH3:1][O:2][C:3](=[O:25])[CH2:4][C:5]1[CH:6]=[C:7]([C:13]2[CH:18]=[CH:17][C:16]([C:19]([F:21])([F:20])[F:22])=[CH:15][C:14]=2[CH2:23][NH:24][C:27]([O:29][CH2:30][C:31]2[CH:36]=[CH:35][CH:34]=[CH:33][CH:32]=2)=[O:28])[C:8]([O:11][CH3:12])=[CH:9][CH:10]=1. (2) Given the reactants [S:1]1[CH:5]=[CH:4][CH:3]=[C:2]1[CH2:6][NH:7][C:8]1[S:9][CH2:10][C:11](=[O:13])[N:12]=1.C(O[Na])(C)=O.[CH:19]([O:22][C:23]1[CH:24]=[CH:25][N:26]=[C:27]2[C:32]=1[N:31]=[C:30]([CH:33]=O)[CH:29]=[CH:28]2)([CH3:21])[CH3:20], predict the reaction product. The product is: [CH:19]([O:22][C:23]1[CH:24]=[CH:25][N:26]=[C:27]2[C:32]=1[N:31]=[C:30]([CH:33]=[C:10]1[S:9][C:8]([NH:7][CH2:6][C:2]3[S:1][CH:5]=[CH:4][CH:3]=3)=[N:12][C:11]1=[O:13])[CH:29]=[CH:28]2)([CH3:21])[CH3:20]. (3) Given the reactants [C:1]([NH:4][C:5]1[NH:9][N:8]=[CH:7][C:6]=1[C:10]([O:12][CH2:13][CH3:14])=[O:11])(=[O:3])[CH3:2].C([O-])(=O)C.[Na+].[Br:20]Br, predict the reaction product. The product is: [C:1]([NH:4][C:5]1[NH:9][N:8]=[C:7]([Br:20])[C:6]=1[C:10]([O:12][CH2:13][CH3:14])=[O:11])(=[O:3])[CH3:2]. (4) The product is: [CH2:1]([N+:5]1[CH:9]=[CH:8][N:7]([CH3:10])[CH:6]=1)[CH2:2][CH2:3][CH3:4].[CH3:10][O:11][C:12](=[O:17])[C:13]([O-:15])=[O:14]. Given the reactants [CH2:1]([N:5]1[CH:9]=[CH:8][N:7]=[CH:6]1)[CH2:2][CH2:3][CH3:4].[CH3:10][O:11][C:12](=[O:17])[C:13]([O:15]C)=[O:14], predict the reaction product. (5) Given the reactants C[N:2](C)C=O.[Cl:6][C:7]1[CH:8]=[CH:9][C:10]2[N:16]([CH2:17][C:18]([CH3:21])([CH3:20])[CH3:19])[C:15](=[O:22])[C@@H:14]([CH2:23][C:24]([OH:26])=O)[O:13][C@H:12]([C:27]3[CH:32]=[CH:31][CH:30]=[C:29]([O:33][CH3:34])[C:28]=3[O:35][CH3:36])[C:11]=2[CH:37]=1.[Cl-].[NH4+].C(OP(C#N)(=O)OCC)C, predict the reaction product. The product is: [Cl:6][C:7]1[CH:8]=[CH:9][C:10]2[N:16]([CH2:17][C:18]([CH3:19])([CH3:21])[CH3:20])[C:15](=[O:22])[C@@H:14]([CH2:23][C:24]([NH2:2])=[O:26])[O:13][C@H:12]([C:27]3[CH:32]=[CH:31][CH:30]=[C:29]([O:33][CH3:34])[C:28]=3[O:35][CH3:36])[C:11]=2[CH:37]=1.